From a dataset of Full USPTO retrosynthesis dataset with 1.9M reactions from patents (1976-2016). Predict the reactants needed to synthesize the given product. (1) Given the product [CH3:1][C:2]([CH3:36])([CH3:35])[CH2:3][CH2:4][CH:5]([N:12]1[CH2:17][CH2:16][C:15]([F:19])([F:18])[CH:14]([CH2:20][C:21]([O:23][CH3:24])=[O:22])[CH:13]1[C:25]1[CH:30]=[CH:29][C:28]([C:31]([F:34])([F:32])[F:33])=[CH:27][CH:26]=1)[CH2:6][CH2:7][C:8]([F:10])([F:9])[F:11], predict the reactants needed to synthesize it. The reactants are: [CH3:1][C:2]([CH3:36])([CH3:35])[C:3]#[C:4][C@@H:5]([N:12]1[CH2:17][CH2:16][C:15]([F:19])([F:18])[C@H:14]([CH2:20][C:21]([O:23][CH3:24])=[O:22])[C@H:13]1[C:25]1[CH:30]=[CH:29][C:28]([C:31]([F:34])([F:33])[F:32])=[CH:27][CH:26]=1)[CH2:6][CH2:7][C:8]([F:11])([F:10])[F:9].[H][H]. (2) Given the product [Cl:1][C:2]1[C:3]2[S:10][CH:9]=[C:8]([C:11]([NH:25][C:26]3[C:31]([Cl:32])=[CH:30][CH:29]=[C:28]([NH:33][S:34]([CH2:37][CH2:38][CH3:39])(=[O:36])=[O:35])[C:27]=3[Cl:40])=[O:13])[C:4]=2[N:5]=[CH:6][N:7]=1, predict the reactants needed to synthesize it. The reactants are: [Cl:1][C:2]1[C:3]2[S:10][CH:9]=[C:8]([C:11]([OH:13])=O)[C:4]=2[N:5]=[CH:6][N:7]=1.C(Cl)(=O)C(Cl)=O.CN(C=O)C.[NH2:25][C:26]1[C:27]([Cl:40])=[C:28]([NH:33][S:34]([CH2:37][CH2:38][CH3:39])(=[O:36])=[O:35])[CH:29]=[CH:30][C:31]=1[Cl:32].N1C=CC=CC=1. (3) The reactants are: [C:1]([Mg]Br)#[CH:2].[F:5][C:6]([F:14])([F:13])[C:7]([C:9]([F:12])([F:11])[F:10])=[O:8]. Given the product [F:5][C:6]([F:14])([F:13])[C:7]([C:9]([F:12])([F:11])[F:10])([OH:8])[C:1]#[CH:2], predict the reactants needed to synthesize it. (4) Given the product [N:1]([CH2:4][CH2:5][O:6][CH2:7][CH2:8][O:9][CH2:10][CH2:11][O:12][CH2:13][CH2:14][NH:15][C:16](=[O:52])[CH2:17][C@@H:18]([C:45]([OH:47])=[O:46])[NH:19][C:20](=[O:44])[CH2:21][CH2:22][CH2:23][CH2:24][CH2:25][CH2:26][CH2:27][CH2:28][CH2:29][CH2:30][CH2:31][CH2:32][CH2:33][CH2:34][CH2:35][CH2:36][C:37]([OH:39])=[O:38])=[N+:2]=[N-:3], predict the reactants needed to synthesize it. The reactants are: [N:1]([CH2:4][CH2:5][O:6][CH2:7][CH2:8][O:9][CH2:10][CH2:11][O:12][CH2:13][CH2:14][NH:15][C:16](=[O:52])[CH2:17][C@@H:18]([C:45]([O:47]C(C)(C)C)=[O:46])[NH:19][C:20](=[O:44])[CH2:21][CH2:22][CH2:23][CH2:24][CH2:25][CH2:26][CH2:27][CH2:28][CH2:29][CH2:30][CH2:31][CH2:32][CH2:33][CH2:34][CH2:35][CH2:36][C:37]([O:39]C(C)(C)C)=[O:38])=[N+:2]=[N-:3].C(O)(C(F)(F)F)=O. (5) Given the product [O:41]1[C:37]2=[CH:38][CH:39]=[CH:40][C:36]2=[CH:35][CH:34]=[C:33]1[N:26]([C:27]1[CH:32]=[CH:31][CH:30]=[CH:29][CH:28]=1)[C:25]([CH:11]([CH2:12][C:13]1[CH:14]=[CH:15][C:16]([C:19]2[CH2:24][CH2:23][CH2:22][CH2:21][CH:20]=2)=[CH:17][CH:18]=1)[CH2:10][C:7]1[CH:8]=[CH:9][C:4]([C:3]([OH:43])=[O:2])=[CH:5][CH:6]=1)=[O:42], predict the reactants needed to synthesize it. The reactants are: C[O:2][C:3](=[O:43])[C:4]1[CH:9]=[CH:8][C:7]([CH2:10][CH:11]([C:25](=[O:42])[N:26]([C:33]2[O:41][C:37]3=[CH:38][CH:39]=[CH:40][C:36]3=[CH:35][CH:34]=2)[C:27]2[CH:32]=[CH:31][CH:30]=[CH:29][CH:28]=2)[CH2:12][C:13]2[CH:18]=[CH:17][C:16]([C:19]3[CH2:24][CH2:23][CH2:22][CH2:21][CH:20]=3)=[CH:15][CH:14]=2)=[CH:6][CH:5]=1.[OH-].[Li+]. (6) The reactants are: [CH:1]([C:4]1[CH:9]=[CH:8][C:7]([C:10]2[N:11]=[C:12]([N:15]([CH2:20][C:21]3[S:22][CH:23]=[CH:24][CH:25]=3)[CH2:16]CC#N)[S:13][CH:14]=2)=[CH:6][CH:5]=1)([CH3:3])[CH3:2].[OH-:26].[Na+].[CH2:28]([OH:30])[CH3:29]. Given the product [CH:1]([C:4]1[CH:9]=[CH:8][C:7]([C:10]2[N:11]=[C:12]([N:15]([CH2:20][C:21]3[S:22][CH:23]=[CH:24][CH:25]=3)[CH2:16][CH2:29][C:28]([OH:26])=[O:30])[S:13][CH:14]=2)=[CH:6][CH:5]=1)([CH3:3])[CH3:2], predict the reactants needed to synthesize it. (7) Given the product [N:1]1[C:2]2[CH2:7][CH2:6][CH2:5][C:4](=[O:8])[C:3]=2[CH:14]=[CH:13][CH:12]=1, predict the reactants needed to synthesize it. The reactants are: [NH2:1][C:2]1[CH2:7][CH2:6][CH2:5][C:4](=[O:8])[CH:3]=1.C(O[CH:12](OCC)[CH2:13][CH:14](OCC)OCC)C.CC1C=CC(S(O)(=O)=O)=CC=1.C(=O)(O)[O-].[Na+]. (8) Given the product [NH2:36][CH:17]([C:14]1[CH:13]=[CH:12][C:11]([N:4]2[C:5]3[C:10](=[CH:9][CH:8]=[CH:7][CH:6]=3)[C:2]([Cl:1])=[C:3]2[C:20]([N:22]2[CH2:23][CH2:24][CH2:25][CH2:26]2)=[O:21])=[CH:16][CH:15]=1)[CH3:18], predict the reactants needed to synthesize it. The reactants are: [Cl:1][C:2]1[C:10]2[C:5](=[CH:6][CH:7]=[CH:8][CH:9]=2)[N:4]([C:11]2[CH:16]=[CH:15][C:14]([C:17](=O)[CH3:18])=[CH:13][CH:12]=2)[C:3]=1[C:20]([N:22]1[CH2:26][CH2:25][CH2:24][CH2:23]1)=[O:21].ClCCl.C([O-])(=O)C.[NH4+].C([BH3-])#[N:36].[Na+].Cl. (9) The reactants are: [NH2:1][C@@H:2]([CH3:5])[CH2:3][OH:4].[C:6]1(=O)[C:10]2[CH:11]=[CH:12][CH:13]=[CH:14][C:9]=2[C:8](=[O:15])[O:7]1.C([O-])(O)=O.[Na+]. Given the product [OH:4][CH2:3][C@@H:2]([N:1]1[C:6](=[O:7])[C:10]2[C:9](=[CH:14][CH:13]=[CH:12][CH:11]=2)[C:8]1=[O:15])[CH3:5], predict the reactants needed to synthesize it. (10) The reactants are: [CH2:1]([N:8]1[CH2:20][C@H:19]2[C@H:11]([CH2:12][C:13]3[C:18]2=[CH:17][C:16](Br)=[CH:15][C:14]=3[CH3:22])[CH2:10][CH2:9]1)[C:2]1[CH:7]=[CH:6][CH:5]=[CH:4][CH:3]=1.[Cl:23][C:24]1[CH:29]=[C:28]([Cl:30])[CH:27]=[CH:26][C:25]=1B(O)O.O.O.O.O.O.O.O.O.[OH-].[Ba+2].[OH-].C1(P(C2C=CC=CC=2)C2C=CC=CC=2)C=CC=CC=1. Given the product [CH2:1]([N:8]1[CH2:20][C@H:19]2[C@H:11]([CH2:12][C:13]3[C:18]2=[CH:17][C:16]([C:27]2[CH:26]=[CH:25][C:24]([Cl:23])=[CH:29][C:28]=2[Cl:30])=[CH:15][C:14]=3[CH3:22])[CH2:10][CH2:9]1)[C:2]1[CH:7]=[CH:6][CH:5]=[CH:4][CH:3]=1, predict the reactants needed to synthesize it.